From a dataset of Forward reaction prediction with 1.9M reactions from USPTO patents (1976-2016). Predict the product of the given reaction. Given the reactants [NH:1]=[C:2]1[C:6]([CH3:13])([C:7]2[CH:12]=[CH:11][CH:10]=[CH:9][CH:8]=2)[S:5][C:4](=[S:14])[N:3]1[NH:15][C:16]1[CH:21]=[CH:20][CH:19]=[CH:18][CH:17]=1.Cl.N[OH:24], predict the reaction product. The product is: [OH:24][N:1]=[C:2]1[C:6]([CH3:13])([C:7]2[CH:8]=[CH:9][CH:10]=[CH:11][CH:12]=2)[S:5][C:4](=[S:14])[N:3]1[NH:15][C:16]1[CH:21]=[CH:20][CH:19]=[CH:18][CH:17]=1.